This data is from NCI-60 drug combinations with 297,098 pairs across 59 cell lines. The task is: Regression. Given two drug SMILES strings and cell line genomic features, predict the synergy score measuring deviation from expected non-interaction effect. (1) Drug 1: CC1=C(C=C(C=C1)NC2=NC=CC(=N2)N(C)C3=CC4=NN(C(=C4C=C3)C)C)S(=O)(=O)N.Cl. Drug 2: CN1CCC(CC1)COC2=C(C=C3C(=C2)N=CN=C3NC4=C(C=C(C=C4)Br)F)OC. Cell line: SNB-75. Synergy scores: CSS=9.84, Synergy_ZIP=-3.52, Synergy_Bliss=3.24, Synergy_Loewe=3.31, Synergy_HSA=3.54. (2) Drug 1: C1=CC=C(C=C1)NC(=O)CCCCCCC(=O)NO. Cell line: SK-OV-3. Drug 2: C#CCC(CC1=CN=C2C(=N1)C(=NC(=N2)N)N)C3=CC=C(C=C3)C(=O)NC(CCC(=O)O)C(=O)O. Synergy scores: CSS=27.4, Synergy_ZIP=0.828, Synergy_Bliss=-2.23, Synergy_Loewe=-21.3, Synergy_HSA=-1.96. (3) Drug 1: CCN(CC)CCNC(=O)C1=C(NC(=C1C)C=C2C3=C(C=CC(=C3)F)NC2=O)C. Drug 2: COCCOC1=C(C=C2C(=C1)C(=NC=N2)NC3=CC=CC(=C3)C#C)OCCOC.Cl. Cell line: T-47D. Synergy scores: CSS=-5.86, Synergy_ZIP=6.78, Synergy_Bliss=6.28, Synergy_Loewe=-5.05, Synergy_HSA=-3.83. (4) Drug 1: CC12CCC3C(C1CCC2=O)CC(=C)C4=CC(=O)C=CC34C. Drug 2: COCCOC1=C(C=C2C(=C1)C(=NC=N2)NC3=CC=CC(=C3)C#C)OCCOC.Cl. Cell line: MDA-MB-435. Synergy scores: CSS=29.3, Synergy_ZIP=4.62, Synergy_Bliss=7.05, Synergy_Loewe=5.25, Synergy_HSA=5.03. (5) Drug 1: CC1=C2C(C(=O)C3(C(CC4C(C3C(C(C2(C)C)(CC1OC(=O)C(C(C5=CC=CC=C5)NC(=O)OC(C)(C)C)O)O)OC(=O)C6=CC=CC=C6)(CO4)OC(=O)C)OC)C)OC. Drug 2: CC(C)CN1C=NC2=C1C3=CC=CC=C3N=C2N. Cell line: SF-268. Synergy scores: CSS=35.4, Synergy_ZIP=6.20, Synergy_Bliss=5.22, Synergy_Loewe=-23.7, Synergy_HSA=3.84. (6) Drug 1: C1=CC(=CC=C1CCC2=CNC3=C2C(=O)NC(=N3)N)C(=O)NC(CCC(=O)O)C(=O)O. Drug 2: CC1=C(C(=O)C2=C(C1=O)N3CC4C(C3(C2COC(=O)N)OC)N4)N. Cell line: MCF7. Synergy scores: CSS=45.5, Synergy_ZIP=-2.92, Synergy_Bliss=-4.10, Synergy_Loewe=4.43, Synergy_HSA=5.57. (7) Drug 1: CC12CCC3C(C1CCC2=O)CC(=C)C4=CC(=O)C=CC34C. Drug 2: CC1=C(C(=O)C2=C(C1=O)N3CC4C(C3(C2COC(=O)N)OC)N4)N. Cell line: SN12C. Synergy scores: CSS=47.4, Synergy_ZIP=2.12, Synergy_Bliss=2.44, Synergy_Loewe=-4.75, Synergy_HSA=5.13. (8) Cell line: UACC62. Drug 1: CC1=CC=C(C=C1)C2=CC(=NN2C3=CC=C(C=C3)S(=O)(=O)N)C(F)(F)F. Synergy scores: CSS=37.9, Synergy_ZIP=-1.45, Synergy_Bliss=1.77, Synergy_Loewe=-12.2, Synergy_HSA=2.51. Drug 2: CC1C(C(CC(O1)OC2CC(CC3=C2C(=C4C(=C3O)C(=O)C5=C(C4=O)C(=CC=C5)OC)O)(C(=O)CO)O)N)O.Cl.